This data is from Full USPTO retrosynthesis dataset with 1.9M reactions from patents (1976-2016). The task is: Predict the reactants needed to synthesize the given product. Given the product [CH2:11]([C:9]1[S:8][C:4]2[N:5]=[CH:6][N:7]=[C:2]([NH:13][C:14]3[S:15][C:16]([CH3:19])=[N:17][N:18]=3)[C:3]=2[CH:10]=1)[CH3:12], predict the reactants needed to synthesize it. The reactants are: Cl[C:2]1[C:3]2[CH:10]=[C:9]([CH2:11][CH3:12])[S:8][C:4]=2[N:5]=[CH:6][N:7]=1.[NH2:13][C:14]1[S:15][C:16]([CH3:19])=[N:17][N:18]=1.C(=O)([O-])[O-].[Na+].[Na+].C(=O)([O-])[O-].[Cs+].[Cs+].